This data is from Catalyst prediction with 721,799 reactions and 888 catalyst types from USPTO. The task is: Predict which catalyst facilitates the given reaction. Reactant: OS(O)(=O)=O.[CH2:6]([C:8]1[CH:14]=[CH:13][CH:12]=[C:11]([CH3:15])[C:9]=1N)[CH3:7].N([O-])=[O:17].[Na+]. The catalyst class is: 6. Product: [CH2:6]([C:8]1[CH:14]=[CH:13][CH:12]=[C:11]([CH3:15])[C:9]=1[OH:17])[CH3:7].